From a dataset of Reaction yield outcomes from USPTO patents with 853,638 reactions. Predict the reaction yield, written as a fraction of the theoretical maximum amount of product (1.0 means a 100% yield; for example, 0.34 means a 34% yield). (1) The reactants are Br[CH2:2][C:3]([C:5]1[C:10]([CH3:11])=[CH:9][C:8]([O:12][C:13]2[CH:18]=[CH:17][C:16]([C:19]([F:22])([F:21])[F:20])=[CH:15][CH:14]=2)=[CH:7][C:6]=1[CH3:23])=O.[NH2:24][C:25]([NH2:27])=[S:26]. The catalyst is CCO. The product is [CH3:23][C:6]1[CH:7]=[C:8]([O:12][C:13]2[CH:18]=[CH:17][C:16]([C:19]([F:22])([F:21])[F:20])=[CH:15][CH:14]=2)[CH:9]=[C:10]([CH3:11])[C:5]=1[C:3]1[N:24]=[C:25]([NH2:27])[S:26][CH:2]=1. The yield is 0.630. (2) The reactants are [NH:1]1[C:5]2=[N:6][CH:7]=[CH:8][CH:9]=[C:4]2[C:3]([C:10]([C:12]2[CH:13]=[CH:14][C:15]([NH:18][CH2:19][C:20]3[CH:25]=[CH:24][C:23]([C:26]([F:29])([F:28])[F:27])=[CH:22][CH:21]=3)=[N:16][CH:17]=2)=[CH2:11])=[CH:2]1. The catalyst is O1CCCC1.CO. The product is [NH:1]1[C:5]2=[N:6][CH:7]=[CH:8][CH:9]=[C:4]2[C:3]([CH:10]([C:12]2[CH:13]=[CH:14][C:15]([NH:18][CH2:19][C:20]3[CH:21]=[CH:22][C:23]([C:26]([F:27])([F:29])[F:28])=[CH:24][CH:25]=3)=[N:16][CH:17]=2)[CH3:11])=[CH:2]1. The yield is 0.0500. (3) The reactants are C([O:3][CH:4](OCC)[C:5]1[CH:10]=[CH:9][C:8]([CH2:11][N:12]([CH3:14])[CH3:13])=[CH:7][CH:6]=1)C.Cl.CO. The catalyst is CO. The product is [CH3:14][N:12]([CH2:11][C:8]1[CH:7]=[CH:6][C:5]([CH:4]=[O:3])=[CH:10][CH:9]=1)[CH3:13]. The yield is 0.990. (4) The reactants are [N:1]1([CH2:6][C:7]([NH:9][C:10]2[N:18]=[CH:17][CH:16]=[CH:15][C:11]=2[C:12]([NH2:14])=[O:13])=O)[CH:5]=[N:4][CH:3]=[N:2]1. The catalyst is N1C=CC=CC=1. The product is [N:1]1([CH2:6][C:7]2[NH:14][C:12](=[O:13])[C:11]3[CH:15]=[CH:16][CH:17]=[N:18][C:10]=3[N:9]=2)[CH:5]=[N:4][CH:3]=[N:2]1. The yield is 0.0900. (5) The reactants are Br[C:2]1[CH:7]=[CH:6][C:5]([NH:8][C:9](=[O:23])[NH:10][C:11]2[CH:21]=[CH:20][C:14]([C:15]([N:17]([CH3:19])[CH3:18])=[O:16])=[C:13]([F:22])[CH:12]=2)=[CH:4][CH:3]=1.[B:24]1([B:24]2[O:28][C:27]([CH3:30])([CH3:29])[C:26]([CH3:32])([CH3:31])[O:25]2)[O:28][C:27]([CH3:30])([CH3:29])[C:26]([CH3:32])([CH3:31])[O:25]1.CC([O-])=O.[K+].C(Cl)Cl. The catalyst is C(Cl)(Cl)Cl.CO.O1CCOCC1. The product is [F:22][C:13]1[CH:12]=[C:11]([NH:10][C:9]([NH:8][C:5]2[CH:6]=[CH:7][C:2]([B:24]3[O:28][C:27]([CH3:30])([CH3:29])[C:26]([CH3:32])([CH3:31])[O:25]3)=[CH:3][CH:4]=2)=[O:23])[CH:21]=[CH:20][C:14]=1[C:15]([N:17]([CH3:19])[CH3:18])=[O:16]. The yield is 0.330. (6) The reactants are [Cl:1][C:2]1[CH:3]=[C:4]2[C:8](=[CH:9][CH:10]=1)[NH:7][C:6](=[O:11])[CH2:5]2.[CH3:12][N:13]([CH3:28])[CH2:14][CH2:15][NH:16][C:17]([C:19]1[C:23]([CH3:24])=[C:22]([CH:25]=O)[NH:21][C:20]=1[CH3:27])=[O:18]. No catalyst specified. The product is [CH3:12][N:13]([CH3:28])[CH2:14][CH2:15][NH:16][C:17]([C:19]1[C:23]([CH3:24])=[C:22]([CH:25]=[C:5]2[C:4]3[C:8](=[CH:9][CH:10]=[C:2]([Cl:1])[CH:3]=3)[NH:7][C:6]2=[O:11])[NH:21][C:20]=1[CH3:27])=[O:18]. The yield is 0.900.